From a dataset of Experimentally validated miRNA-target interactions with 360,000+ pairs, plus equal number of negative samples. Binary Classification. Given a miRNA mature sequence and a target amino acid sequence, predict their likelihood of interaction. (1) Result: 1 (interaction). The protein sequence of the target gene is MAFTLYSLLQAALLCVNAIAVLHEERFLKNIGWGTDQGIGGFGEEPGIKSQLMNLIRSVRTVMRVPLIIVNSIAIVLLLLFG. The miRNA is hsa-miR-3666 with sequence CAGUGCAAGUGUAGAUGCCGA. (2) The miRNA is hsa-miR-5001-5p with sequence AGGGCUGGACUCAGCGGCGGAGCU. Result: 0 (no interaction). The protein sequence of the target gene is MERATRPGPRALLLLLFLLLGCAAGISAVAPARSLLAPASETVFGLGAAAAPTSAARVPAVATAEVTVEDAEALPAAAGEPESRATEPDDDVELRPRGRSLVIISTLDGRIAALDAENDGKKQWDLDVGSGSLVSSSLSKPEVFGNKMIIPSLDGDLFQWDRDRESMEAVPFTVESLLESSYKFGDDVVLVGGKSLITYGLSAYSGKLRYICSALGCRRWDSDEMEEEEDILLLQRTQKTVRAVGPRSGSEKWNFSVGHFELRYIPDMETRAGFIESTFKPGGNKEDSKIISDVEEQEAT.... (3) The miRNA is hsa-miR-548y with sequence AAAAGUAAUCACUGUUUUUGCC. Result: 0 (no interaction). The protein sequence of the target gene is MAPRKRSHHGLGFLCCFGGSDIPEINLRDNHPLQFMEFSSPIPNAEELNIRFAELVDELDLTDKNREAMFALPPEKKWQIYCSKKKEQEDPNKLATSWPDYYIDRINSMAAMQSLYAFDEEETEMRNQVVEDLKTALRTQPMRFVTRFIELEGLTCLLNFLRSMDHATCESRIHTSLIGCIKALMNNSQGRAHVLAQPEAISTIAQSLRTENSKTKVAVLEILGAVCLVPGGHKKVLQAMLHYQVYAAERTRFQTLLNELDRSLGRYRDEVNLKTAIMSFINAVLNAGAGEDNLEFRLHL.... (4) The miRNA is hsa-miR-5186 with sequence AGAGAUUGGUAGAAAUCAGGU. The protein sequence of the target gene is MSHYGSYYGGLGYSCGGFGGLGYGYGCGCGSFCRRGSGCGYGGYGYGSGFGSYGYGSGFGGYGYGSGFGGYGYGCCRPSYNGGYGFSGFY. Result: 0 (no interaction). (5) The miRNA is hsa-miR-548d-3p with sequence CAAAAACCACAGUUUCUUUUGC. The protein sequence of the target gene is MTETREPAETGGYASLEEDDEDLSPGPEHSSDSEYTLSEPDSEEEEDEEEEEEETTDDPEYDPGYKVKQRLGGGRGGPSRRAPRAAQPPAQPCQLCGRSPLGEAPPGTPPCRLCCPATAPQEAPAPEGRALGEEEEEPPRAGEGRPAGREEEEEEEEEGTYHCTECEDSFDNLGELHGHFMLHARGEV. Result: 0 (no interaction). (6) The miRNA is hsa-miR-4723-5p with sequence UGGGGGAGCCAUGAGAUAAGAGCA. The protein sequence of the target gene is MGLSPGQTSVSFLWPLLEVRDHNTGRGLVPATVLTPGSPETLLELRQAFLGSRQARHGHDAAPSSGQQGCSVDRTAGRPVLGWRLRNSLTGQEGRQHLHLSGIRTSRKAKEYKPVFFGATEISVLMAVAESLREPPPPQWGWFLSSLFLKIF. Result: 1 (interaction). (7) The miRNA is hsa-miR-4651 with sequence CGGGGUGGGUGAGGUCGGGC. The protein sequence of the target gene is MEASVLSPTSWEKRRAWLRQSRNWQTQVLEEEAAAALQDVPDPEPSSLDDVFQEGNPINKIEDWLQDCGYSEEGFSEEAGQFIYNGFCSHGTSFEDDLTLGAEATLLAANGKLFSRSFLETARPCQLLDLGCSLASSSMTGGTNKTSSSISEILDKVQEDAEDVLFSLGFGQEDHKDTSRIPARFFTTPSQAKGIDFQLFLKSQVRRIEMEDPCLMLASRFKQVQTLAVTADAFFCLYSYVSKTPVQKFTPSHMFWNCNHPTDVPSIRILSREPEPQSPRDRLRKAISKMCLYTCPRDRP.... Result: 1 (interaction). (8) The miRNA is hsa-miR-4766-3p with sequence AUAGCAAUUGCUCUUUUGGAA. The protein sequence of the target gene is MGSGWVPWVVALLVNLTRLDSSMTQGTDSPEDFVIQAKADCYFTNGTEKVQFVVRFIFNLEEYVRFDSDVGMFVALTKLGQPDAEQWNSRLDLLERSRQAVDGVCRHNYRLGAPFTVGRKVQPEVTVYPERTPLLHQHNLLHCSVTGFYPGDIKIKWFLNGQEERAGVMSTGPIRNGDWTFQTVVMLEMTPELGHVYTCLVDHSSLLSPVSVEWRAQSEYSWRKMLSGIAAFLLGLIFLLVGIVIQLRAQKGYVRTQMSGNEVSRAVLLPQSC. Result: 0 (no interaction).